Dataset: Human Reference Interactome with 51,813 positive PPI pairs across 8,248 proteins, plus equal number of experimentally-validated negative pairs. Task: Binary Classification. Given two protein amino acid sequences, predict whether they physically interact or not. (1) Protein 1 (ENSG00000065371) has sequence MAQTDKPTCIPPELPKMLKEFAKAAIRVQPQDLIQWAADYFEALSRGETPPVRERSERVALCNRAELTPELLKILHSQVAGRLIIRAEELAQMWKVVNLPTDLFNSVMNVGRFTEEIEWLKFLALACSALGVTITKTLKIVCEVLSCDHNGGSPRIPFSTFQFLYTYIAKVDGEISASHVSRMLNYMEQEVIGPDGIITVNDFTQNPRVQLE*MAQTDKPTCIPPELPKMLKEFAKAAIRVQPQDLIQWAAEYVLLSRLHPLEDGRRQRVL*MAQTDKPTCIPPELPKMLKEFAKAAIRV.... Protein 2 (ENSG00000170074) has sequence MVDKDTERDIEMKRQLRRLRELHLYSTWKKYQEAMKTSLGVPQCERDEGSLGKPLCPPEILSETLPGSVKKRVCFPSEDHLEEFIAEHLPEASNQSLLTVAHADAGTQTNGDLEDLEEHGPGQTVSEEATEVHTMEGDPDTLAEFLIRDVLQELSSYNGEEEDPEEVKTSLGVPQRGDLEDLEEHVPGQTVSEEATGVHMMQVDPATLAKSDLEDLEEHVPEQTVSEEATGVHMMQVDPATLAKQLEDSTITGSHQQMSASPSSAPAEEATEKTKVEEEVKTRKPKKKTRKPSKKSRWNV.... Result: 1 (the proteins interact). (2) Result: 0 (the proteins do not interact). Protein 1 (ENSG00000165474) has sequence MDWGTLQTILGGVNKHSTSIGKIWLTVLFIFRIMILVVAAKEVWGDEQADFVCNTLQPGCKNVCYDHYFPISHIRLWALQLIFVSTPALLVAMHVAYRRHEKKRKFIKGEIKSEFKDIEEIKTQKVRIEGSLWWTYTSSIFFRVIFEAAFMYVFYVMYDGFSMQRLVKCNAWPCPNTVDCFVSRPTEKTVFTVFMIAVSGICILLNVTELCYLLIRYCSGKSKKPV*. Protein 2 (ENSG00000187823) has sequence MEKCTKSSSTMQVEPSFLQAENLILRLQMQHPTTENTAKRGQVMPALATTVMPVPYSLEHLTQFHGDPANCSEFLTQVTTYLTALQISNPANDAQIKLFFDYLSQQLESCGIISGPDKSTLLKQYENLILEFQQSFGKPTKQEINPLMNAKFDKGDNSSQQDPATFHLLAQNLICNETNQSGQFEKALADPNQDEESVTDMMDNLPDLITQCIQLDKKHSDRPELLQSETQLPLLASLIQHQALFSPTDPPPKKGPIQLREGQLPLTPAKRARQQETQLCLYCSQSGHFTRDCLAKRSRA.... (3) Protein 1 (ENSG00000172748) has sequence MPSPDSMTFEDIIVDFTQEEWALLDTSQRKLFQDVMLENISHLVSIGKQLCKSVVLSQLEQVEKLSTQRISLLQGREVGIKHQEIPFIQHIYQKGTSTISTMRSHTQEDPFLCNDLGEDFTQHIALTQNVITYMRTKHFVSKKFGKIFSDWLSFNQHKEIHTKCKSYGSHLFDYAFIQNSALRPHSVTHTREITLECRVCGKTFSKNSNLRRHEMIHTGEKPHGCHLCGKAFTHCSDLRKHERTHTGEKPYGCHLCGKAFSKSSNLRRHEMIHTREKAQICHLCGKAFTHCSDLRKHERT.... Protein 2 (ENSG00000155792) has sequence MEEGGSTGSAGSDSSTSGSGGAQQRELERMAEVLVTGEQLRLRLHEEKVIKDRRHHLKTYPNCFVAKELIDWLIEHKEASDRETAIKLMQKLADRGIIHHVCDEHKEFKDVKLFYRFRKDDGTFPLDNEVKAFMRGQRLYEKLMSPENTLLQPREEEGVKYERTFMASEFLDWLVQEGEATTRKEAEQLCHRLMEHGIIQHVSNKHPFVDSNLLYQFRMNFRRRRRLMELLNEKSPSSQETHDSPFCLRKQSHDNRKSTSFMSVSPSKEIKIVSAVRRSSMSSCGSSGYFSSSPTLSSSP.... Result: 0 (the proteins do not interact). (4) Protein 2 (ENSG00000183066) has sequence MAVNQSHTENRRGALIPNGESLLKRSPNVELSFPQRSEGSNVFSGRKTGTLFLTSYRVIFITSCSISDPMLSFMMPFDLMTNLTVEQPVFAANFIKGTIQAAPYGGWEGQATFKLVFRNGDAIEFAQLMVKAASAAARGFPLRTLNDWFSSMGIYVITGEGNMCTPQMPCSVIVYGAPPAGYGAPPPGYGAPPAGYGAQPVGNEGPPVGYRASPVRYGAPPLGYGAPPAGYGAPPLGYGAPPLGYGTPPLGYGAPPLGYGAPPAGNEGPPAGYRASPAGSGARPQESTAAQAPENEASLP.... Protein 1 (ENSG00000113303) has sequence MALMLSLVLSLLKLGSGQWQVFGPDKPVQALVGEDAAFSCFLSPKTNAEAMEVRFFRGQFSSVVHLYRDGKDQPFMQMPQYQGRTKLVKDSIAEGRISLRLENITVLDAGLYGCRISSQSYYQKAIWELQVSALGSVPLISITGYVDRDIQLLCQSSGWFPRPTAKWKGPQGQDLSTDSRTNRDMHGLFDVEISLTVQENAGSISCSMRHAHLSREVESRVQIGDTFFEPISWHLATKVLGILCCGLFFGIVGLKIFFSKFQCKREREAWAGALFMVPAGTGSEMLPHPAASLLLVLASR.... Result: 0 (the proteins do not interact). (5) Protein 1 (ENSG00000175197) has sequence MAAESLPFSFGTLSSWELEAWYEDLQEVLSSDENGGTYVSPPGNEEEESKIFTTLDPASLAWLTEEEPEPAEVTSTSQSPHSPDSSQSSLAQEEEEEDQGRTRKRKQSGHSPARAGKQRMKEKEQENERKVAQLAEENERLKQEIERLTREVEATRRALIDRMVNLHQA*MELVPATPHYPADVLFQTDPTAEMAAESLPFSFGTLSSWELEAWYEDLQEVLSSDENGGTYVSPPGNEEEESKIFTTLDPASLAWLTEEEPEPAEVTSTSQSPHSPDSSQSSLAQEEEEEDQGRTRKRKQ.... Protein 2 (ENSG00000197771) has sequence MPCGEDWLSHPLGIVQGFFAQNGVNPDWEKKVIEYFKEKLKENNAPKWVPSLNEVPLHYLKPNSFVKFRCMIQDMFDPEFYMGVYETVNQNTKAHVLHFGKYRDVAECGPQQELDLNSPRNTTLERQTFYCVPVPGESTWVKEAYVNANQARVSPSTSYTPSRHKRSYEDDDDMDLQPNKQKDQHAGARQAGSVGGLQWCGEPKRLETEASTGQQLNSLNLSSPFDLNFPLPGEKGPACLVKVYEDWDCFKVNDILELYGILSVDPVLSILNNDERDASALLDPMECTDTAEEQRVHSPP.... Result: 1 (the proteins interact). (6) Protein 1 (ENSG00000122565) has sequence MASNKTTLQKMGKKQNGKSKKVEEAEPEEFVVEKVLDRRVVNGKVEYFLKWKGFTDADNTWEPEENLDCPELIEAFLNSQKAGKEKDGTKRKSLSDSESDDSKSKKKRDAADKPRGFARGLDPERIIGATDSSGELMFLMKWKDSDEADLVLAKEANMKCPQIVIAFYEERLTWHSCPEDEAQ*MASNKTTLQKMGKKQNGKSKKVEEAEPEEFVVEKVLDRRVVNGKVEYFLKWKGFTEKLAKKKMVQKENLYLTVNLMTANQRRKEMLLTNQEDLPEVLILKE*QKMGKKQNGKSKKV.... Protein 2 (ENSG00000137871) has sequence MGDNPFQPKSNSKMAELFMECEEEELEPWQKKVKEVEDDDDDEPIFVGEISSSKPAISNILNRVNPSSYSRGLKNGALSRGITAAFKPTSQHYTNPTSNPVPASPINFHPESRSSDSSVIVQPFSKPGYITNSSRVVSNKSSELLFDLTQDTGLSHYQGGPTLSMAGMSESSFLSKRPSTSEVNNVNPKKPKPSESVSGANSSAVLPSVKSPSVTSSQAMLAKGTNTSSNQSKNGTPFPRACPKCNIHFNLLDPLKNHMKYCCPDMINNFLGLAKTEFSSTVNKNTTIDSEKGKLIMLVN.... Result: 1 (the proteins interact).